Dataset: Forward reaction prediction with 1.9M reactions from USPTO patents (1976-2016). Task: Predict the product of the given reaction. (1) Given the reactants C(OC(=O)[NH:7][C@@H:8]([CH2:24][C:25]1[CH:30]=[CH:29][CH:28]=[CH:27][CH:26]=1)[C@H:9]([OH:23])[CH2:10][NH:11][CH2:12][C:13]1[CH:18]=[CH:17][CH:16]=[C:15]([C:19]([F:22])([F:21])[F:20])[CH:14]=1)(C)(C)C.[ClH:32].O1CCOCC1, predict the reaction product. The product is: [ClH:32].[NH2:7][C@@H:8]([CH2:24][C:25]1[CH:30]=[CH:29][CH:28]=[CH:27][CH:26]=1)[C@H:9]([OH:23])[CH2:10][NH:11][CH2:12][C:13]1[CH:18]=[CH:17][CH:16]=[C:15]([C:19]([F:20])([F:21])[F:22])[CH:14]=1. (2) Given the reactants [OH-].[K+].[F:3][C:4]([F:49])([F:48])[C:5]1[CH:6]=[C:7]([C@H:15]2[O:19][C:18](=[O:20])[N:17]([CH2:21][C:22]3[C:27]([N:28]([CH2:31][C@H:32]4[CH2:37][CH2:36][C@H:35]([CH2:38][C:39]([O:41]CC)=[O:40])[CH2:34][CH2:33]4)[CH2:29][CH3:30])=[CH:26][CH:25]=[C:24]([C:44]([CH3:46])=[CH2:45])[N:23]=3)[C@H:16]2[CH3:47])[CH:8]=[C:9]([C:11]([F:14])([F:13])[F:12])[CH:10]=1.Cl.CC(O)=O, predict the reaction product. The product is: [F:48][C:4]([F:3])([F:49])[C:5]1[CH:6]=[C:7]([C@H:15]2[O:19][C:18](=[O:20])[N:17]([CH2:21][C:22]3[C:27]([N:28]([CH2:31][C@H:32]4[CH2:37][CH2:36][C@H:35]([CH2:38][C:39]([OH:41])=[O:40])[CH2:34][CH2:33]4)[CH2:29][CH3:30])=[CH:26][CH:25]=[C:24]([C:44]([CH3:46])=[CH2:45])[N:23]=3)[C@H:16]2[CH3:47])[CH:8]=[C:9]([C:11]([F:13])([F:14])[F:12])[CH:10]=1. (3) Given the reactants [N+:1]([C:4]1[CH:5]=[C:6]([CH:10]=[CH:11][C:12]=1[O:13][CH3:14])[C:7]([OH:9])=O)([O-:3])=[O:2].[CH3:15][N:16]1[CH2:21][CH2:20][CH:19]([NH2:22])[CH2:18][CH2:17]1.CN(C(ON1N=NC2C=CC=NC1=2)=[N+](C)C)C.F[P-](F)(F)(F)(F)F.CCN(C(C)C)C(C)C, predict the reaction product. The product is: [CH3:14][O:13][C:12]1[CH:11]=[CH:10][C:6]([C:7]([NH:22][CH:19]2[CH2:20][CH2:21][N:16]([CH3:15])[CH2:17][CH2:18]2)=[O:9])=[CH:5][C:4]=1[N+:1]([O-:3])=[O:2]. (4) Given the reactants [CH3:1][O:2][C:3](=[O:12])[C:4]1[CH:9]=[CH:8][C:7]([CH:10]=O)=[N:6][CH:5]=1.[NH:13]1[CH2:18][CH2:17][CH2:16][CH2:15][CH2:14]1.[BH-](OC(C)=O)(OC(C)=O)OC(C)=O.[Na+], predict the reaction product. The product is: [NH3:6].[CH3:1][O:2][C:3](=[O:12])[C:4]1[CH:9]=[CH:8][C:7]([CH2:10][N:13]2[CH2:18][CH2:17][CH2:16][CH2:15][CH2:14]2)=[N:6][CH:5]=1. (5) The product is: [CH3:35][C:34]1[C:29]([C:25]2[CH:26]=[C:27]3[C:22](=[CH:23][CH:24]=2)[N:21]=[C:20]([NH2:36])[C:19]([CH2:13][CH2:12][C:10]2[CH:11]=[C:6]([CH2:1][C:2]([CH3:5])([CH3:4])[CH3:3])[N:7]=[CH:8][N:9]=2)=[CH:28]3)=[N:30][CH:31]=[CH:32][CH:33]=1. Given the reactants [CH2:1]([C:6]1[CH:11]=[C:10]([C:12]#[C:13][Si](C)(C)C)[N:9]=[CH:8][N:7]=1)[C:2]([CH3:5])([CH3:4])[CH3:3].I[C:19]1[C:20]([NH2:36])=[N:21][C:22]2[C:27]([CH:28]=1)=[CH:26][C:25]([C:29]1[C:34]([CH3:35])=[CH:33][CH:32]=[CH:31][N:30]=1)=[CH:24][CH:23]=2.CCCC[N+](CCCC)(CCCC)CCCC.[F-], predict the reaction product.